This data is from Forward reaction prediction with 1.9M reactions from USPTO patents (1976-2016). The task is: Predict the product of the given reaction. (1) Given the reactants [OH:1][C:2]1[C:9]([O:10][CH3:11])=[CH:8][C:5]([CH:6]=[O:7])=[CH:4][C:3]=1[O:12][CH3:13].C([O-])([O-])=O.[Cs+].[Cs+].Br[CH2:21][CH2:22][CH2:23][CH2:24][CH3:25], predict the reaction product. The product is: [CH3:13][O:12][C:3]1[CH:4]=[C:5]([CH:8]=[C:9]([O:10][CH3:11])[C:2]=1[O:1][CH2:21][CH2:22][CH2:23][CH2:24][CH3:25])[CH:6]=[O:7]. (2) Given the reactants B(Br)(Br)Br.[CH2:5]([C:8]1[CH:13]=[CH:12][C:11](OC)=[CH:10][CH:9]=1)[CH:6]=[CH2:7].C(=O)([O-])[O-:17].[Na+].[Na+].O, predict the reaction product. The product is: [CH2:5]([C:8]1[CH:13]=[CH:12][CH:11]=[CH:10][C:9]=1[OH:17])[CH:6]=[CH2:7]. (3) Given the reactants Br[C:2]1[CH:3]=[N:4][CH:5]=[CH:6][C:7]=1[CH3:8].CC[CH2:11][CH2:12][O:13]C=C.C1(P(C2C=CC=CC=2)CCCP(C2C=CC=CC=2)C2C=CC=CC=2)C=CC=CC=1.C(=O)([O-])[O-].[K+].[K+].Cl, predict the reaction product. The product is: [CH3:8][C:7]1[CH:6]=[CH:5][N:4]=[CH:3][C:2]=1[C:12](=[O:13])[CH3:11]. (4) The product is: [CH3:14][O:12][C:11](=[O:13])[CH2:10][C:3]1[N:4]2[CH:9]=[CH:8][CH:7]=[CH:6][C:5]2=[CH:1][N:2]=1. Given the reactants [CH:1]1[N:2]=[C:3]([CH2:10][C:11]([OH:13])=[O:12])[N:4]2[CH:9]=[CH:8][CH:7]=[CH:6][C:5]=12.[C:14]12(CS(O)(=O)=O)C(C)(C)C(CC1)CC2=O, predict the reaction product. (5) Given the reactants [CH2:1]([O:8][C:9]([NH:11][C@@H:12]([CH2:34][C:35]1[CH:40]=[CH:39][CH:38]=[CH:37][CH:36]=1)[C:13]([NH:15][C@@H:16]([CH2:27][C:28]1[CH:33]=[CH:32][CH:31]=[CH:30][CH:29]=1)[C:17]([O:19][CH2:20][C:21]1[CH:26]=[CH:25][CH:24]=[CH:23][CH:22]=1)=[O:18])=O)=[O:10])[C:2]1[CH:7]=[CH:6][CH:5]=[CH:4][CH:3]=1.C1(P(C2C=CC=CC=2)C2C=CC=CN=2)C=CC=CC=1.N#N.CC(OC(/N=N/C(OC(C)C)=O)=O)C.C1(P([N:90]=[N+:91]=[N-:92])(C2C=CC=CC=2)=O)C=CC=CC=1, predict the reaction product. The product is: [CH2:1]([O:8][C:9]([NH:11][C@H:12]([C:13]1[N:15]([C@@H:16]([CH2:27][C:28]2[CH:33]=[CH:32][CH:31]=[CH:30][CH:29]=2)[C:17]([O:19][CH2:20][C:21]2[CH:26]=[CH:25][CH:24]=[CH:23][CH:22]=2)=[O:18])[N:92]=[N:91][N:90]=1)[CH2:34][C:35]1[CH:40]=[CH:39][CH:38]=[CH:37][CH:36]=1)=[O:10])[C:2]1[CH:7]=[CH:6][CH:5]=[CH:4][CH:3]=1. (6) Given the reactants [CH:1]12[CH2:7][CH2:6][CH:5]1[C:4](=[O:8])[O:3][C:2]2=[O:9].C([Mg]Br)[C:11]1[CH:16]=[CH:15][C:14]([O:17][CH3:18])=[CH:13][CH:12]=1, predict the reaction product. The product is: [CH3:18][O:17][C:14]1[CH:15]=[CH:16][C:11]([C:4]([CH:5]2[CH2:6][CH2:7][CH:1]2[C:2]([OH:3])=[O:9])=[O:8])=[CH:12][CH:13]=1. (7) Given the reactants [Cl:1][C:2]1[CH:7]=[CH:6][C:5]([F:8])=[CH:4][C:3]=1[C@H:9]1[CH2:13][CH2:12][CH2:11][N:10]1[C:14]1[CH:19]=[CH:18][N:17]2[N:20]=[CH:21][C:22]([NH2:23])=[C:16]2[N:15]=1.C1N=CN([C:29]([N:31]2[CH:35]=N[CH:33]=[CH:32]2)=[O:30])C=1.Cl.N1CC([OH:41])C1.CCN(C(C)C)C(C)C, predict the reaction product. The product is: [Cl:1][C:2]1[CH:7]=[CH:6][C:5]([F:8])=[CH:4][C:3]=1[C@H:9]1[CH2:13][CH2:12][CH2:11][N:10]1[C:14]1[CH:19]=[CH:18][N:17]2[N:20]=[CH:21][C:22]([NH:23][C:29]([N:31]3[CH2:32][CH:33]([OH:41])[CH2:35]3)=[O:30])=[C:16]2[N:15]=1.